Dataset: Retrosynthesis with 50K atom-mapped reactions and 10 reaction types from USPTO. Task: Predict the reactants needed to synthesize the given product. (1) Given the product CC[Si](C#Cc1ccc(F)c([C@]2(CF)C[C@@H](C(F)(F)F)OC(N)=N2)c1)(CC)CC, predict the reactants needed to synthesize it. The reactants are: C#C[Si](CC)(CC)CC.NC1=N[C@](CF)(c2cc(Br)ccc2F)C[C@@H](C(F)(F)F)O1. (2) Given the product C#CCN(C)C(=O)N1c2ccccc2C(=O)Nc2cccnc21, predict the reactants needed to synthesize it. The reactants are: C#CCNC.O=C1Nc2cccnc2N(C(=O)Cl)c2ccccc21. (3) Given the product O=C(O)CCCCCCCCCCOc1ccccc1, predict the reactants needed to synthesize it. The reactants are: O=C(O)CCCCCCCCCCBr.Oc1ccccc1. (4) Given the product COC(=O)C=CCN(CC(=O)OC(C)(C)C)S(=O)(=O)c1ccc2cc(Cl)ccc2c1, predict the reactants needed to synthesize it. The reactants are: CC(C)(C)OC(=O)CNS(=O)(=O)c1ccc2cc(Cl)ccc2c1.COC(=O)/C=C/CBr. (5) Given the product C=Cc1ccccc1S(=O)(=O)NC(=O)Nc1nc(Cl)nc(Cl)n1, predict the reactants needed to synthesize it. The reactants are: C=Cc1ccccc1S(N)(=O)=O.O=C=Nc1nc(Cl)nc(Cl)n1. (6) Given the product CC(C)(C)OC(=O)Cn1ccc2ccc(O[Si](C)(C)C(C)(C)C)cc21, predict the reactants needed to synthesize it. The reactants are: CC(C)(C)OC(=O)CBr.CC(C)(C)[Si](C)(C)Oc1ccc2cc[nH]c2c1. (7) Given the product COc1cc2nccc(Oc3ccc(C)nc3-c3ccc(C)cc3)c2cc1OC, predict the reactants needed to synthesize it. The reactants are: COc1cc2nccc(Oc3ccc(C)nc3I)c2cc1OC.Cc1ccc(B(O)O)cc1. (8) Given the product Oc1ccc2occc2c1, predict the reactants needed to synthesize it. The reactants are: COc1ccc2occc2c1. (9) Given the product CC(C)(C)OC(=O)N1CCC[C@H](Oc2ncnc3c2ccn3COCC[Si](C)(C)C)C1, predict the reactants needed to synthesize it. The reactants are: CC(C)(C)OC(=O)N1CCC[C@H](O)C1.C[Si](C)(C)CCOCn1ccc2c(Cl)ncnc21.